Predict the reaction yield, written as a fraction of the theoretical maximum amount of product (1.0 means a 100% yield; for example, 0.34 means a 34% yield). From a dataset of Reaction yield outcomes from USPTO patents with 853,638 reactions. (1) The reactants are [Br:1][C:2]1[CH:3]=[C:4]([S:8](Cl)(=[O:10])=[O:9])[CH:5]=[N:6][CH:7]=1.[C:12]([NH2:16])([CH3:15])([CH3:14])[CH3:13]. No catalyst specified. The product is [C:12]([NH:16][S:8]([C:4]1[CH:5]=[N:6][CH:7]=[C:2]([Br:1])[CH:3]=1)(=[O:10])=[O:9])([CH3:15])([CH3:14])[CH3:13]. The yield is 1.08. (2) The reactants are [BH4-].[Na+].C[OH:4].[Br:5][C:6]1[CH:7]=[C:8]([N+:14]([O-])=O)[C:9]([C:12]#[N:13])=[N:10][CH:11]=1.O. The catalyst is O.O.O.O.C([O-])(=O)C.[Ni+2].C([O-])(=O)C.CCOC(C)=O. The product is [NH2:14][C:8]1[C:9]([C:12]([NH2:13])=[O:4])=[N:10][CH:11]=[C:6]([Br:5])[CH:7]=1. The yield is 0.400. (3) The reactants are [Cl:1][C:2]1[CH:25]=[CH:24][C:5]([CH2:6][CH2:7][O:8][C:9]2[N:14]=[N:13][C:12]([C:15]3[CH:23]=[CH:22][C:18]([C:19]([OH:21])=O)=[CH:17][CH:16]=3)=[CH:11][CH:10]=2)=[CH:4][CH:3]=1.[C:26]1([CH3:36])[CH:31]=[CH:30][C:29]([S:32]([NH2:35])(=[O:34])=[O:33])=[CH:28][CH:27]=1. The catalyst is CN(C)C1C=CN=CC=1.ClCCl. The product is [Cl:1][C:2]1[CH:3]=[CH:4][C:5]([CH2:6][CH2:7][O:8][C:9]2[N:14]=[N:13][C:12]([C:15]3[CH:23]=[CH:22][C:18]([C:19]([NH:35][S:32]([C:29]4[CH:30]=[CH:31][C:26]([CH3:36])=[CH:27][CH:28]=4)(=[O:33])=[O:34])=[O:21])=[CH:17][CH:16]=3)=[CH:11][CH:10]=2)=[CH:24][CH:25]=1. The yield is 0.240. (4) The reactants are [N:1]([C:4](=[CH:9][C:10]1[CH:15]=[C:14]([O:16][CH3:17])[CH:13]=[C:12]([O:18][CH3:19])[CH:11]=1)[C:5]([O:7][CH3:8])=[O:6])=[N+]=[N-]. The catalyst is C1(C)C=CC=C(C)C=1. The product is [CH3:19][O:18][C:12]1[CH:11]=[C:10]2[C:15](=[C:14]([O:16][CH3:17])[CH:13]=1)[NH:1][C:4]([C:5]([O:7][CH3:8])=[O:6])=[CH:9]2. The yield is 0.750.